From a dataset of Forward reaction prediction with 1.9M reactions from USPTO patents (1976-2016). Predict the product of the given reaction. (1) Given the reactants C[O:2][C:3](=[O:29])[C:4]1[CH:9]=[CH:8][C:7]([C:10]2[C:15]([C:16]#[C:17][C:18]3[C:19]([CH3:25])=[N:20][C:21]([NH2:24])=[CH:22][CH:23]=3)=[C:14]([CH2:26][CH3:27])[N:13]=[CH:12][N:11]=2)=[CH:6][C:5]=1[F:28].[Li+].[OH-], predict the reaction product. The product is: [NH2:24][C:21]1[N:20]=[C:19]([CH3:25])[C:18]([C:17]#[C:16][C:15]2[C:10]([C:7]3[CH:8]=[CH:9][C:4]([C:3]([OH:29])=[O:2])=[C:5]([F:28])[CH:6]=3)=[N:11][CH:12]=[N:13][C:14]=2[CH2:26][CH3:27])=[CH:23][CH:22]=1. (2) Given the reactants [Cl:1][C:2]1[CH:7]=[C:6]([Cl:8])[CH:5]=[CH:4][C:3]=1[C:9]1[N:10]=[C:11](/[CH:14]=[CH:15]/[C:16]2[CH:21]=[CH:20][C:19]([O:22][CH3:23])=[CH:18][CH:17]=2)[NH:12][CH:13]=1.[CH2:24](Br)[CH:25]([CH3:27])[CH3:26], predict the reaction product. The product is: [Cl:1][C:2]1[CH:7]=[C:6]([Cl:8])[CH:5]=[CH:4][C:3]=1[C:9]1[N:10]=[C:11](/[CH:14]=[CH:15]/[C:16]2[CH:17]=[CH:18][C:19]([O:22][CH3:23])=[CH:20][CH:21]=2)[N:12]([CH2:24][CH:25]([CH3:27])[CH3:26])[CH:13]=1. (3) The product is: [Cl:1][C:2]1[S:6][N:5]=[C:4]([O:7][CH2:19][O:20][CH3:21])[CH:3]=1. Given the reactants [Cl:1][C:2]1[S:6][N:5]=[C:4]([OH:7])[CH:3]=1.N12CCCN=C1CCCCC2.[CH3:19][O:20][CH2:21]Cl.O, predict the reaction product. (4) Given the reactants [N:1]1([CH:8]2[CH2:13][CH2:12][NH:11][CH2:10][CH2:9]2)[CH2:6][CH2:5][CH2:4][CH:3]([OH:7])[CH2:2]1.F[C:15]1[CH:20]=[CH:19][C:18]([N+:21]([O-:23])=[O:22])=[CH:17][CH:16]=1, predict the reaction product. The product is: [N+:21]([C:18]1[CH:19]=[CH:20][C:15]([N:11]2[CH2:12][CH2:13][CH:8]([N:1]3[CH2:6][CH2:5][CH2:4][CH:3]([OH:7])[CH2:2]3)[CH2:9][CH2:10]2)=[CH:16][CH:17]=1)([O-:23])=[O:22]. (5) Given the reactants Br[C:2]1[C:3]([F:17])=[CH:4][C:5]([F:16])=[C:6]([C@:8]2([CH3:15])[CH2:13][CH2:12][S:11][C:10]([NH2:14])=[N:9]2)[CH:7]=1.[N:18]1[CH:23]=[C:22](B(O)O)[CH:21]=[N:20][CH:19]=1.[C:27](=[O:30])([O-])[O-:28].[Cs+].[Cs+], predict the reaction product. The product is: [C:6]([O:28][C:27](=[O:30])[NH:14][C:10]1[S:11][CH2:12][CH2:13][C@:8]([C:6]2[CH:7]=[C:2]([C:22]3[CH:23]=[N:18][CH:19]=[N:20][CH:21]=3)[C:3]([F:17])=[CH:4][C:5]=2[F:16])([CH3:15])[N:9]=1)([CH3:8])([CH3:7])[CH3:5]. (6) Given the reactants C[O:2][C:3]1[CH:8]=[CH:7][CH:6]=[CH:5][C:4]=1[O:9][CH:10]1CCCC1=C.Cl.C(N(CC)[C:20]1[CH:25]=[CH:24][CH:23]=[CH:22][CH:21]=1)C, predict the reaction product. The product is: [C:22]1([CH2:21][C:8]2[CH:7]=[CH:6][CH:5]=[C:4]([O:9][CH3:10])[C:3]=2[OH:2])[CH2:23][CH2:24][CH2:25][CH:20]=1. (7) Given the reactants [N:1]1[N:2]=[CH:3][NH:4][CH:5]=1.C(=O)([O-])[O-].[K+].[K+].[Br:12][C:13]1[CH:18]=[CH:17][C:16]([C:19]2([C:22]([F:30])([F:29])[C:23]3[CH:28]=[CH:27][CH:26]=[CH:25][N:24]=3)[CH2:21][O:20]2)=[CH:15][CH:14]=1.O, predict the reaction product. The product is: [Br:12][C:13]1[CH:14]=[CH:15][C:16]([C:19]([OH:20])([CH2:21][N:1]2[CH:5]=[N:4][CH:3]=[N:2]2)[C:22]([F:29])([F:30])[C:23]2[CH:28]=[CH:27][CH:26]=[CH:25][N:24]=2)=[CH:17][CH:18]=1. (8) Given the reactants [Cl:1][C:2]1[CH:7]=[CH:6][C:5](I)=[CH:4][N:3]=1.Cl.[NH:10]1[CH2:15][CH2:14][CH:13]([CH2:16][C:17]#[N:18])[CH2:12][CH2:11]1.C1(P(C2C=CC=CC=2)C2C3OC4C(=CC=CC=4P(C4C=CC=CC=4)C4C=CC=CC=4)C(C)(C)C=3C=CC=2)C=CC=CC=1.C(=O)([O-])[O-].[Cs+].[Cs+], predict the reaction product. The product is: [Cl:1][C:2]1[N:3]=[CH:4][C:5]([N:10]2[CH2:15][CH2:14][CH:13]([CH2:16][C:17]#[N:18])[CH2:12][CH2:11]2)=[CH:6][CH:7]=1. (9) The product is: [Br:1][C:2]1[C:19]([OH:20])=[CH:18][C:5]2[CH2:6][CH2:7][C:8]3[C:12]([C:4]=2[CH:3]=1)=[N:11][NH:10][C:9]=3[C:13]([OH:15])=[O:14]. Given the reactants [Br:1][C:2]1[C:19]([O:20]C)=[CH:18][C:5]2[CH2:6][CH2:7][C:8]3[C:12]([C:4]=2[CH:3]=1)=[N:11][NH:10][C:9]=3[C:13]([O:15]CC)=[O:14].B(Br)(Br)Br.O.[OH-].[Li+].Cl, predict the reaction product.